This data is from Full USPTO retrosynthesis dataset with 1.9M reactions from patents (1976-2016). The task is: Predict the reactants needed to synthesize the given product. (1) Given the product [CH:23]([N:26]1[CH2:27][CH2:28][CH:29]([C:32]2[CH:33]=[CH:34][C:35](=[O:37])[NH:21][N:22]=2)[CH2:30][CH2:31]1)([CH3:24])[CH3:25], predict the reactants needed to synthesize it. The reactants are: CC1C=C(C2C=CC(C3CCNCC3)=NC=2)C=CN=1.O.[NH2:21][NH2:22].[CH:23]([N:26]1[CH2:31][CH2:30][CH:29]([C:32](=O)[CH2:33][CH:34](N2CCOCC2)[C:35]([OH:37])=O)[CH2:28][CH2:27]1)([CH3:25])[CH3:24]. (2) Given the product [CH3:42][O:41][C:38]1[CH:39]=[CH:40][C:35]([NH:32][C:33]([NH:13][C@@H:4]([CH2:5][CH2:6][CH2:7][CH2:8][CH2:9][C:10](=[O:12])[CH3:11])[C:3]([NH:14][C:15]2[CH:16]=[N:17][C:18]3[C:23]([CH:24]=2)=[CH:22][CH:21]=[CH:20][CH:19]=3)=[O:2])=[O:34])=[CH:36][CH:37]=1, predict the reactants needed to synthesize it. The reactants are: [Cl-].[O:2]=[C:3]([NH:14][C:15]1[CH:16]=[N:17][C:18]2[C:23]([CH:24]=1)=[CH:22][CH:21]=[CH:20][CH:19]=2)[C@@H:4]([NH3+:13])[CH2:5][CH2:6][CH2:7][CH2:8][CH2:9][C:10](=[O:12])[CH3:11].CCN(CC)CC.[N:32]([C:35]1[CH:40]=[CH:39][C:38]([O:41][CH3:42])=[CH:37][CH:36]=1)=[C:33]=[O:34]. (3) Given the product [ClH:44].[ClH:44].[NH2:7][C@@H:8]1[CH2:13][CH2:12][C@H:11]([N:14]2[C:19](=[O:20])[C:18]3[CH:21]=[C:22]([F:25])[CH:23]=[N:24][C:17]=3[N:16]([C:26]3[CH:27]=[C:28]([C:32]4[CH:33]=[CH:34][C:35]([CH2:38][N:39]([CH3:40])[CH3:41])=[CH:36][CH:37]=4)[CH:29]=[CH:30][CH:31]=3)[C:15]2=[O:42])[CH2:10][CH2:9]1, predict the reactants needed to synthesize it. The reactants are: C(OC(=O)[NH:7][C@H:8]1[CH2:13][CH2:12][C@@H:11]([N:14]2[C:19](=[O:20])[C:18]3[CH:21]=[C:22]([F:25])[CH:23]=[N:24][C:17]=3[N:16]([C:26]3[CH:27]=[C:28]([C:32]4[CH:37]=[CH:36][C:35]([CH2:38][N:39]([CH3:41])[CH3:40])=[CH:34][CH:33]=4)[CH:29]=[CH:30][CH:31]=3)[C:15]2=[O:42])[CH2:10][CH2:9]1)(C)(C)C.[ClH:44].C(OCC)C. (4) Given the product [F:51][C:47]1[CH:46]=[C:45]2[C:50]([C:41]([N:71]3[C:69]4[C:68](=[CH:67][CH:66]=[C:65]([N:59]5[CH2:60][CH2:61][O:62][CH2:63][CH2:64]5)[CH:70]=4)[C:73]4([CH2:74][S:75](=[O:77])(=[O:78])[CH2:76]4)[CH2:72]3)=[C:42]([CH3:58])[C:43]([C:52]3[CH:57]=[CH:56][CH:55]=[CH:54][N:53]=3)=[N:44]2)=[CH:49][CH:48]=1, predict the reactants needed to synthesize it. The reactants are: CC(C)([O-])C.[Na+].CC(OC1C=CC=C(OC(C)C)C=1C1C(P(C2CCCCC2)C2CCCCC2)=CC=CC=1)C.Cl[C:41]1[C:50]2[C:45](=[CH:46][C:47]([F:51])=[CH:48][CH:49]=2)[N:44]=[C:43]([C:52]2[CH:57]=[CH:56][CH:55]=[CH:54][N:53]=2)[C:42]=1[CH3:58].[N:59]1([C:65]2[CH:70]=[C:69]3[NH:71][CH2:72][C:73]4([CH2:76][S:75](=[O:78])(=[O:77])[CH2:74]4)[C:68]3=[CH:67][CH:66]=2)[CH2:64][CH2:63][O:62][CH2:61][CH2:60]1. (5) Given the product [CH2:12]([C:2]1[CH:3]=[C:4]([OH:9])[CH:5]=[N:6][C:7]=1[Cl:8])[C:13]1[CH:18]=[CH:17][CH:16]=[CH:15][CH:14]=1, predict the reactants needed to synthesize it. The reactants are: Br[C:2]1[CH:3]=[C:4]([OH:9])[CH:5]=[N:6][C:7]=1[Cl:8].II.[CH2:12](Br)[C:13]1[CH:18]=[CH:17][CH:16]=[CH:15][CH:14]=1.COC1C=CC=C(OC)C=1C1C=CC=CC=1P(C1CCCCC1)C1CCCCC1. (6) The reactants are: [F:1][C:2]([F:24])([F:23])[C:3]1[CH:4]=[C:5]([C@H:9]2[C@H:13]([CH2:14][O:15]C3CCCCO3)[O:12][C:11](=[O:22])[NH:10]2)[CH:6]=[CH:7][CH:8]=1.[Cl:25][C:26]1[CH:39]=[CH:38][C:29]([O:30][C:31]2[CH:36]=[N:35][C:34](Br)=[CH:33][N:32]=2)=[CH:28][CH:27]=1.CNCCNC.C(=O)([O-])[O-].[K+].[K+].C1(C)C(S(O)(=O)=O)=CC=CC=1. Given the product [Cl:25][C:26]1[CH:39]=[CH:38][C:29]([O:30][C:31]2[N:32]=[CH:33][C:34]([N:10]3[C@@H:9]([C:5]4[CH:6]=[CH:7][CH:8]=[C:3]([C:2]([F:1])([F:23])[F:24])[CH:4]=4)[C@H:13]([CH2:14][OH:15])[O:12][C:11]3=[O:22])=[N:35][CH:36]=2)=[CH:28][CH:27]=1, predict the reactants needed to synthesize it. (7) Given the product [C:29]([OH:36])(=[O:35])/[CH:30]=[CH:31]/[C:32]([OH:34])=[O:33].[N:1]12[CH2:6][CH2:5][CH:4]([CH2:7][CH2:8]1)[C@@H:3]([NH:9][C:10]([C:12]1[O:13][C:14]3[C:20]([C:21]4[CH:26]=[CH:25][CH:24]=[CH:23][C:22]=4[O:27][CH3:28])=[CH:19][CH:18]=[CH:17][C:15]=3[CH:16]=1)=[O:11])[CH2:2]2, predict the reactants needed to synthesize it. The reactants are: [N:1]12[CH2:8][CH2:7][CH:4]([CH2:5][CH2:6]1)[C@@H:3]([NH:9][C:10]([C:12]1[O:13][C:14]3[C:20]([C:21]4[CH:26]=[CH:25][CH:24]=[CH:23][C:22]=4[O:27][CH3:28])=[CH:19][CH:18]=[CH:17][C:15]=3[CH:16]=1)=[O:11])[CH2:2]2.[C:29]([OH:36])(=[O:35])/[CH:30]=[CH:31]/[C:32]([OH:34])=[O:33]. (8) Given the product [OH:6][CH:5]([CH2:4][OH:3])[CH2:7][O:8][C:9]([N:11]1[CH2:16][CH2:15][C:14]2[C:17]([C:29]#[N:30])=[C:18]([NH:20][C:21]([C:23]3[CH:24]=[CH:25][CH:26]=[CH:27][CH:28]=3)=[O:22])[S:19][C:13]=2[CH2:12]1)=[O:10], predict the reactants needed to synthesize it. The reactants are: CC1(C)[O:6][CH:5]([CH2:7][O:8][C:9]([N:11]2[CH2:16][CH2:15][C:14]3[C:17]([C:29]#[N:30])=[C:18]([NH:20][C:21]([C:23]4[CH:28]=[CH:27][CH:26]=[CH:25][CH:24]=4)=[O:22])[S:19][C:13]=3[CH2:12]2)=[O:10])[CH2:4][O:3]1.CC1C=CC(S(O)(=O)=O)=CC=1.C(N(CC)CC)C.